This data is from Forward reaction prediction with 1.9M reactions from USPTO patents (1976-2016). The task is: Predict the product of the given reaction. (1) Given the reactants Cl[CH:2]([CH2:6][C:7]1[CH:12]=[CH:11][CH:10]=[C:9]([Cl:13])[CH:8]=1)[C:3](=O)[CH3:4].[C:14]([C:16]1[CH:17]=[C:18]([NH:28][C:29]([NH2:31])=[S:30])[CH:19]=[CH:20][C:21]=1[N:22]1[CH:26]=[C:25]([CH3:27])[N:24]=[CH:23]1)#[N:15], predict the reaction product. The product is: [Cl:13][C:9]1[CH:8]=[C:7]([CH:12]=[CH:11][CH:10]=1)[CH2:6][C:2]1[S:30][C:29]([NH:28][C:18]2[CH:19]=[CH:20][C:21]([N:22]3[CH:26]=[C:25]([CH3:27])[N:24]=[CH:23]3)=[C:16]([CH:17]=2)[C:14]#[N:15])=[N:31][C:3]=1[CH3:4]. (2) Given the reactants Br[C:2]1[C:3]([N:22]2[CH2:27][CH2:26][CH2:25][C@@H:24]([OH:28])[CH2:23]2)=[N:4][CH:5]=[C:6]([CH:21]=1)[C:7]([NH:9][C:10]1[CH:15]=[CH:14][C:13]([O:16][C:17]([F:20])([F:19])[F:18])=[CH:12][CH:11]=1)=[O:8].[CH3:29][C:30]1[N:35]=[CH:34][C:33](B(O)O)=[CH:32][CH:31]=1, predict the reaction product. The product is: [OH:28][C@@H:24]1[CH2:25][CH2:26][CH2:27][N:22]([C:3]2[C:2]([C:33]3[CH:34]=[N:35][C:30]([CH3:29])=[CH:31][CH:32]=3)=[CH:21][C:6]([C:7]([NH:9][C:10]3[CH:15]=[CH:14][C:13]([O:16][C:17]([F:20])([F:19])[F:18])=[CH:12][CH:11]=3)=[O:8])=[CH:5][N:4]=2)[CH2:23]1. (3) Given the reactants OC1N=C2C=C(OCC3SC=C(C(C)C)N=3)C=CN2C(=O)C=1/C=C/C(OC(C)(C)C)=O.[CH:32]1([C:36]2[N:37]=[C:38]([NH:41][C:42]([C:44]3[CH:72]=[CH:71][N:47]4[C:48](=[O:70])[C:49](/[CH:61]=[CH:62]/[C:63]([O:65][C:66]([CH3:69])([CH3:68])[CH3:67])=[O:64])=[C:50]([N:52]5[CH2:57][CH2:56][CH2:55][CH:54]([O:58]C=O)[CH2:53]5)[N:51]=[C:46]4[CH:45]=3)=[O:43])[S:39][CH:40]=2)[CH2:35][CH2:34][CH2:33]1, predict the reaction product. The product is: [CH:32]1([C:36]2[N:37]=[C:38]([NH:41][C:42]([C:44]3[CH:72]=[CH:71][N:47]4[C:48](=[O:70])[C:49](/[CH:61]=[CH:62]/[C:63]([O:65][C:66]([CH3:67])([CH3:68])[CH3:69])=[O:64])=[C:50]([N:52]5[CH2:57][CH2:56][CH2:55][CH:54]([OH:58])[CH2:53]5)[N:51]=[C:46]4[CH:45]=3)=[O:43])[S:39][CH:40]=2)[CH2:35][CH2:34][CH2:33]1. (4) Given the reactants [I-].[CH3:2][C:3]([CH3:7])([CH3:6])[CH2:4][Zn+].[CH2:8]([O:10][C:11](=[O:15])[C:12](Cl)=[O:13])[CH3:9], predict the reaction product. The product is: [CH2:8]([O:10][C:11](=[O:15])[C:12](=[O:13])[CH2:4][C:3]([CH3:7])([CH3:6])[CH3:2])[CH3:9]. (5) Given the reactants FC(F)(F)C(O)=O.[OH:8][CH2:9][C:10]([CH3:38])([CH3:37])[CH2:11][CH2:12][CH2:13][CH2:14][CH2:15][N:16]1[CH2:36][CH2:35][C:19]2([O:24][CH2:23][CH2:22][N:21]([C:25]([C:27]3[N:28]=[C:29]([CH:32]([CH3:34])[CH3:33])[S:30][CH:31]=3)=[O:26])[CH2:20]2)[CH2:18][CH2:17]1.CC(OI1(OC(C)=O)(OC(C)=O)OC(=O)C2C=CC=CC1=2)=O, predict the reaction product. The product is: [CH:32]([C:29]1[S:30][CH:31]=[C:27]([C:25]([N:21]2[CH2:20][C:19]3([CH2:35][CH2:36][N:16]([CH2:15][CH2:14][CH2:13][CH2:12][CH2:11][C:10]([CH3:38])([CH3:37])[CH:9]=[O:8])[CH2:17][CH2:18]3)[O:24][CH2:23][CH2:22]2)=[O:26])[N:28]=1)([CH3:34])[CH3:33]. (6) Given the reactants [CH:1](=[C:8]1/[N:9]=[C:10]([C:14]2[CH:19]=[C:18]([F:20])[CH:17]=[CH:16][C:15]=2[F:21])[NH:11][C:12]/1=[O:13])/[C:2]1[CH:7]=[CH:6][CH:5]=[CH:4][CH:3]=1.[CH:22](=[O:31])/[CH:23]=[CH:24]/[C:25]1[CH:30]=[CH:29][CH:28]=[CH:27][CH:26]=1, predict the reaction product. The product is: [CH2:24]([CH:23]1[C:22](=[O:31])[O:13][C:12]2[NH:11][C:10]([C:14]3[CH:19]=[C:18]([F:20])[CH:17]=[CH:16][C:15]=3[F:21])=[N:9][C:8]=2[CH:1]1[C:2]1[CH:3]=[CH:4][CH:5]=[CH:6][CH:7]=1)[C:25]1[CH:30]=[CH:29][CH:28]=[CH:27][CH:26]=1. (7) The product is: [I:16][C:17]1[CH:21]=[CH:20][N:19]([C:23]([CH3:32])([CH3:31])[C:24]([O:26][C:27]([CH3:30])([CH3:29])[CH3:28])=[O:25])[N:18]=1. Given the reactants C[Si]([N-][Si](C)(C)C)(C)C.[Na+].C1COCC1.[I:16][C:17]1[CH:21]=[CH:20][NH:19][N:18]=1.Br[C:23]([CH3:32])([CH3:31])[C:24]([O:26][C:27]([CH3:30])([CH3:29])[CH3:28])=[O:25], predict the reaction product.